This data is from Catalyst prediction with 721,799 reactions and 888 catalyst types from USPTO. The task is: Predict which catalyst facilitates the given reaction. (1) The catalyst class is: 36. Reactant: [F:1][C:2]([F:22])([F:21])[O:3][C:4]1[CH:5]=[C:6]([C:10]2[CH:15]=[CH:14][N:13]=[C:12]([CH2:16][C:17]([O:19]C)=[O:18])[CH:11]=2)[CH:7]=[CH:8][CH:9]=1.[Li+:23].[OH-]. Product: [F:22][C:2]([F:1])([F:21])[O:3][C:4]1[CH:5]=[C:6]([C:10]2[CH:15]=[CH:14][N:13]=[C:12]([CH2:16][C:17]([O-:19])=[O:18])[CH:11]=2)[CH:7]=[CH:8][CH:9]=1.[Li+:23]. (2) Reactant: [C:1]([O:5][C:6]([N:8]1[CH2:13][CH2:12][N:11]2[C:14]([C:20]([F:23])([F:22])[F:21])=[N:15][C:16]([C:17](O)=[O:18])=[C:10]2[CH2:9]1)=[O:7])([CH3:4])([CH3:3])[CH3:2].F[P-](F)(F)(F)(F)F.N1(O[C:41](N(C)C)=[N+:42](C)[CH3:43])C2C=CC=CC=2N=N1.Cl.CNC.C(N(CC)C(C)C)(C)C. Product: [CH3:41][N:42]([CH3:43])[C:17]([C:16]1[N:15]=[C:14]([C:20]([F:21])([F:22])[F:23])[N:11]2[CH2:12][CH2:13][N:8]([C:6]([O:5][C:1]([CH3:4])([CH3:3])[CH3:2])=[O:7])[CH2:9][C:10]=12)=[O:18]. The catalyst class is: 9. (3) Reactant: [C:1]1([OH:7])[CH:6]=[CH:5][CH:4]=[CH:3][CH:2]=1.[H-].[Na+].CN(C=O)C.[CH3:15][O:16][C:17]1[CH:18]=[C:19]2[C:24](=[CH:25][C:26]=1[O:27][CH3:28])[CH2:23][N:22]([C:29](=[O:35])[CH:30](Br)[CH:31]([CH3:33])[CH3:32])[CH2:21][CH2:20]2. Product: [CH3:15][O:16][C:17]1[CH:18]=[C:19]2[C:24](=[CH:25][C:26]=1[O:27][CH3:28])[CH2:23][N:22]([C:29](=[O:35])[CH:30]([O:7][C:1]1[CH:6]=[CH:5][CH:4]=[CH:3][CH:2]=1)[CH:31]([CH3:33])[CH3:32])[CH2:21][CH2:20]2. The catalyst class is: 175. (4) Reactant: B.C1COCC1.[Cl:7][C:8]1[C:15]([F:16])=[CH:14][CH:13]=[CH:12][C:9]=1[C:10]#[N:11].Cl. Product: [Cl:7][C:8]1[C:15]([F:16])=[CH:14][CH:13]=[CH:12][C:9]=1[CH2:10][NH2:11]. The catalyst class is: 1. (5) Reactant: I[C:2]1[CH:12]=[CH:11][C:5]([C:6]([O:8][CH2:9][CH3:10])=[O:7])=[CH:4][CH:3]=1.C([Mg]Cl)(C)C.[Cl-].[Li+].[CH3:20][C:21]1([CH3:28])[CH2:24][CH:23]([C:25](Cl)=[O:26])[CH2:22]1. Product: [CH3:20][C:21]1([CH3:28])[CH2:24][CH:23]([C:25]([C:2]2[CH:12]=[CH:11][C:5]([C:6]([O:8][CH2:9][CH3:10])=[O:7])=[CH:4][CH:3]=2)=[O:26])[CH2:22]1. The catalyst class is: 804. (6) Reactant: [CH3:1][C:2]([CH3:19])([CH3:18])/[CH:3]=[CH:4]/[C:5]1[C:13]2[O:12][CH:11]([CH2:14][N:15]=[N+]=[N-])[CH2:10][C:9]=2[CH:8]=[CH:7][CH:6]=1. Product: [CH3:1][C:2]([CH3:19])([CH3:18])[CH2:3][CH2:4][C:5]1[C:13]2[O:12][CH:11]([CH2:14][NH2:15])[CH2:10][C:9]=2[CH:8]=[CH:7][CH:6]=1. The catalyst class is: 45. (7) Reactant: [N+:1]([C:4]1[CH:8]=[CH:7][N:6]([S:9]([C:12]2[CH:17]=[CH:16][CH:15]=[CH:14][CH:13]=2)(=[O:11])=[O:10])[CH:5]=1)([O-])=O. Product: [C:12]1([S:9]([N:6]2[CH:7]=[CH:8][C:4]([NH2:1])=[CH:5]2)(=[O:10])=[O:11])[CH:17]=[CH:16][CH:15]=[CH:14][CH:13]=1. The catalyst class is: 227. (8) Product: [F:24][C:23]([F:26])([F:25])[S:20]([O:1][C:2]1[CH:7]=[CH:6][CH:5]=[C:4]([C:8]([C:11]2[CH:18]=[CH:17][CH:16]=[C:13]([C:14]#[N:15])[CH:12]=2)([CH3:9])[CH3:10])[CH:3]=1)(=[O:21])=[O:19]. The catalyst class is: 2. Reactant: [OH:1][C:2]1[CH:3]=[C:4]([C:8]([C:11]2[CH:12]=[C:13]([CH:16]=[CH:17][CH:18]=2)[C:14]#[N:15])([CH3:10])[CH3:9])[CH:5]=[CH:6][CH:7]=1.[O:19](S(C(F)(F)F)(=O)=O)[S:20]([C:23]([F:26])([F:25])[F:24])(=O)=[O:21]. (9) Product: [Br:1][C:2]1[CH:7]=[CH:6][C:5]([N:8]2[CH2:12][CH2:11][N:10]([CH2:23][C:24]([F:27])([F:26])[F:25])[C:9]2=[O:13])=[C:4]([Cl:14])[CH:3]=1. The catalyst class is: 3. Reactant: [Br:1][C:2]1[CH:7]=[CH:6][C:5]([N:8]2[CH2:12][CH2:11][NH:10][C:9]2=[O:13])=[C:4]([Cl:14])[CH:3]=1.[H-].[Na+].FC(F)(F)S(O[CH2:23][C:24]([F:27])([F:26])[F:25])(=O)=O.O. (10) Reactant: [F:1][C:2]([F:15])([C:8]1[CH:13]=[CH:12][C:11]([F:14])=[CH:10][N:9]=1)[C:3]([O:5]CC)=[O:4].O1CCCC1.CO.O.[OH-].[Li+]. Product: [F:15][C:2]([F:1])([C:8]1[CH:13]=[CH:12][C:11]([F:14])=[CH:10][N:9]=1)[C:3]([OH:5])=[O:4]. The catalyst class is: 6.